This data is from Reaction yield outcomes from USPTO patents with 853,638 reactions. The task is: Predict the reaction yield, written as a fraction of the theoretical maximum amount of product (1.0 means a 100% yield; for example, 0.34 means a 34% yield). (1) The reactants are [OH:1][C@H:2]1[O:10][C@H:9]([CH2:11][OH:12])[C@@H:7](O)[C@H:5]([OH:6])[C@H:3]1O.[C:13]([O:16][C:17](=[O:19])[CH3:18])(=[O:15])[CH3:14]. The catalyst is N1C=CC=CC=1. The product is [C:13]([O:16][C@H:17]1[O:19][C@H:7]([CH2:5][O:6][C:11](=[O:12])[CH3:9])[C@@H:9]([O:10][C:2](=[O:1])[CH3:3])[C@H:11]([O:12][C:5](=[O:6])[CH3:7])[C@H:18]1[O:10][C:2](=[O:1])[CH3:3])(=[O:15])[CH3:14]. The yield is 0.880. (2) The reactants are [CH:1]1[C:10]2[N:9]3[CH:11]=[CH:12][CH:13]=[C:8]3[C:7]3([CH2:18][CH2:17][N:16]([C:19]([O:21][C:22]([CH3:25])([CH3:24])[CH3:23])=[O:20])[CH2:15][CH2:14]3)[O:6][C:5]=2[N:4]=[CH:3][CH:2]=1.[F:26][C:27]([F:42])([F:41])[S+]1C2C=CC=CC=2C2C=CC=CC1=2.O. The catalyst is CN(C=O)C. The product is [F:26][C:27]([F:42])([F:41])[C:11]1[N:9]2[C:10]3[CH:1]=[CH:2][CH:3]=[N:4][C:5]=3[O:6][C:7]3([CH2:18][CH2:17][N:16]([C:19]([O:21][C:22]([CH3:25])([CH3:24])[CH3:23])=[O:20])[CH2:15][CH2:14]3)[C:8]2=[CH:13][CH:12]=1. The yield is 0.560.